From a dataset of Full USPTO retrosynthesis dataset with 1.9M reactions from patents (1976-2016). Predict the reactants needed to synthesize the given product. (1) Given the product [NH2:25][C:26]1[CH:31]=[C:30]([C:2]2[CH:3]=[C:4]3[C:9](=[CH:10][CH:11]=2)[CH:8]=[C:7]([OH:12])[CH:6]=[CH:5]3)[CH:29]=[CH:28][CH:27]=1, predict the reactants needed to synthesize it. The reactants are: Br[C:2]1[CH:3]=[C:4]2[C:9](=[CH:10][CH:11]=1)[CH:8]=[C:7]([OH:12])[CH:6]=[CH:5]2.COCCOC.C(=O)([O-])[O-].[Na+].[Na+].[NH2:25][C:26]1[CH:27]=[C:28](B(O)O)[CH:29]=[CH:30][CH:31]=1. (2) Given the product [CH2:22]([O:29][C:30]1[CH:31]=[C:32]([C:2]2[C:3]([C:12]3[C:17]([O:18][CH3:19])=[CH:16][CH:15]=[CH:14][C:13]=3[O:20][CH3:21])=[CH:4][CH:5]=[C:6]([C:8]([O:10][CH3:11])=[O:9])[CH:7]=2)[CH:33]=[CH:34][C:35]=1[Cl:36])[C:23]1[CH:24]=[CH:25][CH:26]=[CH:27][CH:28]=1, predict the reactants needed to synthesize it. The reactants are: Br[C:2]1[CH:7]=[C:6]([C:8]([O:10][CH3:11])=[O:9])[CH:5]=[CH:4][C:3]=1[C:12]1[C:17]([O:18][CH3:19])=[CH:16][CH:15]=[CH:14][C:13]=1[O:20][CH3:21].[CH2:22]([O:29][C:30]1[CH:31]=[C:32](B2OC(C)(C)C(C)(C)O2)[CH:33]=[CH:34][C:35]=1[Cl:36])[C:23]1[CH:28]=[CH:27][CH:26]=[CH:25][CH:24]=1. (3) Given the product [F:1][C:2]1[C:12]2[CH2:11][CH2:10][C:9]3[CH:13]=[CH:14][CH:15]=[CH:16][C:8]=3[CH:7]([CH2:17][C:18]3[CH:19]=[C:20]([OH:24])[CH:21]=[CH:22][CH:23]=3)[C:6]=2[CH:5]=[CH:4][CH:3]=1, predict the reactants needed to synthesize it. The reactants are: [F:1][C:2]1[C:12]2[CH2:11][CH2:10][C:9]3[CH:13]=[CH:14][CH:15]=[CH:16][C:8]=3[C:7](=[CH:17][C:18]3[CH:19]=[C:20]([OH:24])[CH:21]=[CH:22][CH:23]=3)[C:6]=2[CH:5]=[CH:4][CH:3]=1. (4) Given the product [C:1](=[O:40])([O:30][CH2:47][CH2:46][N:41]1[CH2:45][CH2:44][CH2:43][CH2:42]1)[O:2][C@@H:3]1[CH2:19][C@@H:18]2[C@@:6]([CH3:29])([C@@H:7]3[C@@H:15]([CH2:16][CH2:17]2)[C@:14]2([OH:20])[C@@:10]([CH3:28])([C@@H:11]([C:21]4[CH:22]=[CH:23][C:24](=[O:27])[O:25][CH:26]=4)[CH2:12][CH2:13]2)[CH2:9][CH2:8]3)[CH2:5][CH2:4]1, predict the reactants needed to synthesize it. The reactants are: [C:1](=[O:40])([O:30]C1C=CC([N+]([O-])=O)=CC=1)[O:2][C@@H:3]1[CH2:19][C@@H:18]2[C@@:6]([CH3:29])([C@@H:7]3[C@@H:15]([CH2:16][CH2:17]2)[C@:14]2([OH:20])[C@@:10]([CH3:28])([C@@H:11]([C:21]4[CH:22]=[CH:23][C:24](=[O:27])[O:25][CH:26]=4)[CH2:12][CH2:13]2)[CH2:9][CH2:8]3)[CH2:5][CH2:4]1.[N:41]1([CH2:46][CH2:47]O)[CH2:45][CH2:44][CH2:43][CH2:42]1.CCN(C(C)C)C(C)C. (5) Given the product [CH3:15][O:14][CH2:13][CH:12]([N:11]1[C:7]2[CH:6]=[CH:5][NH:4][C:3](=[O:2])[C:8]=2[C:9]([C:18]2[CH:19]=[CH:20][C:21]([CH2:24][C:25]#[N:26])=[CH:22][CH:23]=2)=[CH:10]1)[CH2:16][CH3:17], predict the reactants needed to synthesize it. The reactants are: C[O:2][C:3]1[C:8]2[C:9]([C:18]3[CH:23]=[CH:22][C:21]([CH2:24][C:25]#[N:26])=[CH:20][CH:19]=3)=[CH:10][N:11]([CH:12]([CH2:16][CH3:17])[CH2:13][O:14][CH3:15])[C:7]=2[CH:6]=[CH:5][N:4]=1.[I-].[Na+].Cl[Si](C)(C)C.C(=O)([O-])O.[Na+].